Predict which catalyst facilitates the given reaction. From a dataset of Catalyst prediction with 721,799 reactions and 888 catalyst types from USPTO. (1) Reactant: [CH:1]1([C:7]2[CH:20]=[CH:19][C:10]([O:11][CH2:12][C@H:13]3[O:17][C:16]([NH2:18])=[N:15][CH2:14]3)=[CH:9][CH:8]=2)[CH2:6][CH2:5][CH2:4][CH2:3][CH2:2]1.C1O[C@H]1CCl.C1(C2C=CC(O)=CC=2)CCCCC1.C([O:41][C:42](=O)[CH:43]([CH:47]=O)[CH:44]([CH3:46])[CH3:45])C. Product: [CH:1]1([C:7]2[CH:20]=[CH:19][C:10]([O:11][CH2:12][C@H:13]3[O:17][C:16]4=[N:18][C:42](=[O:41])[C:43]([CH:44]([CH3:46])[CH3:45])=[CH:47][N:15]4[CH2:14]3)=[CH:9][CH:8]=2)[CH2:2][CH2:3][CH2:4][CH2:5][CH2:6]1. The catalyst class is: 8. (2) Reactant: O[C@@H:2]([CH3:12])[CH2:3][C:4]1[CH:9]=[C:8]([CH3:10])[CH:7]=[CH:6][C:5]=1[OH:11].C1(P(C2C=CC=CC=2)C2C=CC=CC=2)C=CC=CC=1.CC(OC(/N=N/C(OC(C)C)=O)=O)C. Product: [CH3:12][C@@H:2]1[CH2:3][C:4]2[CH:9]=[C:8]([CH3:10])[CH:7]=[CH:6][C:5]=2[O:11]1. The catalyst class is: 1. (3) Reactant: [B-](F)(F)(F)F.C[CH2:7][O:8][C:9]([C:11]([C:21]#[N:22])=NOC(N(C)C)=[N+](C)C)=O.C(N(CC)C(C)C)(C)C.[Br:32][C:33]1[S:37][C:36]([C:38]([OH:40])=O)=[C:35]([NH:41][C:42]([O:44][C:45]([CH3:48])([CH3:47])[CH3:46])=[O:43])[CH:34]=1.CONC1C=C[C:55]([O:58][CH2:59][CH2:60][N:61]2[CH2:65][CH2:64][CH2:63][CH2:62]2)=[CH:54][CH:53]=1. Product: [C:45]([O:44][C:42](=[O:43])[NH:41][C:35]1[CH:34]=[C:33]([Br:32])[S:37][C:36]=1[C:38](=[O:40])[NH:22][C:21]1[CH:53]=[CH:54][C:55]([O:58][CH2:59][CH2:60][N:61]2[CH2:62][CH2:63][CH2:64][CH2:65]2)=[C:9]([O:8][CH3:7])[CH:11]=1)([CH3:48])([CH3:47])[CH3:46]. The catalyst class is: 39. (4) Reactant: [NH2:1][C:2]1[CH:3]=[C:4]([CH2:9][CH:10]([O:16][CH2:17][CH3:18])[C:11]([O:13][CH2:14][CH3:15])=[O:12])[CH:5]=[CH:6][C:7]=1[OH:8].[C:19]([O:23][C:24](O[C:24]([O:23][C:19]([CH3:22])([CH3:21])[CH3:20])=[O:25])=[O:25])([CH3:22])([CH3:21])[CH3:20].O. Product: [C:19]([O:23][C:24]([NH:1][C:2]1[CH:3]=[C:4]([CH2:9][CH:10]([O:16][CH2:17][CH3:18])[C:11]([O:13][CH2:14][CH3:15])=[O:12])[CH:5]=[CH:6][C:7]=1[OH:8])=[O:25])([CH3:22])([CH3:21])[CH3:20]. The catalyst class is: 1. (5) Reactant: [F:1][C:2]1[C:3]([NH:24][C:25]2[CH:30]=[CH:29][C:28]([I:31])=[CH:27][C:26]=2[F:32])=[C:4]([C:9]([N:11]2[CH2:14][C:13]([CH:16]([OH:23])[CH2:17][CH:18]3[O:22][CH2:21][CH2:20][O:19]3)([OH:15])[CH2:12]2)=[O:10])[CH:5]=[CH:6][C:7]=1[F:8].C(N(CC)CC)C.[CH:40]([C:43]1[CH:48]=[C:47]([CH:49]([CH3:51])[CH3:50])[CH:46]=[C:45]([CH:52]([CH3:54])[CH3:53])[C:44]=1[S:55](Cl)(=[O:57])=[O:56])([CH3:42])[CH3:41].C(OCC)(=O)C. Product: [CH3:42][CH:40]([C:43]1[CH:48]=[C:47]([CH:49]([CH3:50])[CH3:51])[CH:46]=[C:45]([CH:52]([CH3:54])[CH3:53])[C:44]=1[S:55]([O:23][CH:16]([C:13]1([OH:15])[CH2:12][N:11]([C:9]([C:4]2[CH:5]=[CH:6][C:7]([F:8])=[C:2]([F:1])[C:3]=2[NH:24][C:25]2[CH:30]=[CH:29][C:28]([I:31])=[CH:27][C:26]=2[F:32])=[O:10])[CH2:14]1)[CH2:17][CH:18]1[O:22][CH2:21][CH2:20][O:19]1)(=[O:56])=[O:57])[CH3:41]. The catalyst class is: 112.